From a dataset of Retrosynthesis with 50K atom-mapped reactions and 10 reaction types from USPTO. Predict the reactants needed to synthesize the given product. (1) Given the product CCCCC(=O)N(Cc1cccn1S(=O)(=O)c1ccccc1)c1cc(-c2nnn[nH]2)ccc1F, predict the reactants needed to synthesize it. The reactants are: CCCCC(=O)Cl.O=S(=O)(c1ccccc1)n1cccc1CNc1cc(-c2nnn[nH]2)ccc1F. (2) Given the product Cc1cc([N+](=O)[O-])cc(C(N)=O)c1OC1CCN(C(=O)OC(C)(C)C)CC1, predict the reactants needed to synthesize it. The reactants are: CCN(CC)CC.Cc1cc([N+](=O)[O-])cc(C(=O)O)c1OC1CCN(C(=O)OC(C)(C)C)CC1.